This data is from Full USPTO retrosynthesis dataset with 1.9M reactions from patents (1976-2016). The task is: Predict the reactants needed to synthesize the given product. (1) Given the product [CH3:30][O:29][C:24]1[CH:23]=[C:22]2[C:21](=[CH:26][CH:25]=1)[N:20]=[CH:19][C:18]1[O:17][CH2:16][CH:15]([CH2:14][C@H:11]3[CH2:10][CH2:9][C@H:8]([NH:7][C:6]([C:40]4[CH:41]=[CH:42][C:36]5[O:35][CH2:34][C:33](=[O:32])[NH:38][C:37]=5[CH:39]=4)=[O:31])[CH2:13][CH2:12]3)[CH2:28][C:27]2=1, predict the reactants needed to synthesize it. The reactants are: C(O[C:6](=[O:31])[NH:7][C@H:8]1[CH2:13][CH2:12][C@H:11]([CH2:14][CH:15]2[CH2:28][C:27]3[C:26]4[C:21](=[CH:22][CH:23]=[C:24]([O:29][CH3:30])[CH:25]=4)[N:20]=[CH:19][C:18]=3[O:17][CH2:16]2)[CH2:10][CH2:9]1)(C)(C)C.[O:32]=[C:33]1[NH:38][C:37]2[CH:39]=[C:40](C(O)=O)[CH:41]=[CH:42][C:36]=2[O:35][CH2:34]1. (2) Given the product [CH:28]1([C:31]2[CH:32]=[CH:33][C:34]([F:38])=[C:35]([NH:36][C:23]([C:15]3[C:16]4[O:20][C:19]([CH3:22])([CH3:21])[CH2:18][C:17]=4[C:11]4[NH:10][C:9]([NH:8][C:7]5[C:2]([Cl:1])=[CH:3][N:4]=[CH:5][C:6]=5[Cl:27])=[N:13][C:12]=4[CH:14]=3)=[O:24])[CH:37]=2)[CH2:30][CH2:29]1, predict the reactants needed to synthesize it. The reactants are: [Cl:1][C:2]1[CH:3]=[N:4][CH:5]=[C:6]([Cl:27])[C:7]=1[NH:8][C:9]1[NH:10][C:11]2[C:17]3[CH2:18][C:19]([CH3:22])([CH3:21])[O:20][C:16]=3[C:15]([C:23](OC)=[O:24])=[CH:14][C:12]=2[N:13]=1.[CH:28]1([C:31]2[CH:32]=[CH:33][C:34]([F:38])=[C:35]([CH:37]=2)[NH2:36])[CH2:30][CH2:29]1.C[Al](C)C.